Dataset: Catalyst prediction with 721,799 reactions and 888 catalyst types from USPTO. Task: Predict which catalyst facilitates the given reaction. (1) Reactant: [CH:1]([C:3]1[C:12]2[C:7](=[CH:8][CH:9]=[C:10]([F:13])[CH:11]=2)[N:6]=[CH:5][C:4]=1[F:14])=[CH2:2].[C:15]([O:19][C:20](=[O:28])[NH:21][CH:22]1[CH2:27][CH2:26][NH:25][CH2:24][CH2:23]1)([CH3:18])([CH3:17])[CH3:16]. Product: [F:14][C:4]1[CH:5]=[N:6][C:7]2[C:12]([C:3]=1[CH2:1][CH2:2][N:25]1[CH2:24][CH2:23][CH:22]([NH:21][C:20](=[O:28])[O:19][C:15]([CH3:17])([CH3:16])[CH3:18])[CH2:27][CH2:26]1)=[CH:11][C:10]([F:13])=[CH:9][CH:8]=2. The catalyst class is: 3. (2) Reactant: [F:1][C:2]1[CH:3]=[CH:4][C:5]([CH3:40])=[C:6]([CH:39]=1)[O:7][C:8]1[C:17]2[C:16](=[O:18])[N:15]([CH2:19][C:20]3[CH:25]=[CH:24][C:23]([O:26][CH3:27])=[CH:22][CH:21]=3)C(=O)[N:13]([C:29]3[CH:34]=[CH:33][C:32]([I:35])=[CH:31][C:30]=3[F:36])[C:12]=2[N:11]([CH3:37])[C:10](=[O:38])[CH:9]=1.[OH-].[Li+].C(OCC)(=O)C. Product: [F:1][C:2]1[CH:3]=[CH:4][C:5]([CH3:40])=[C:6]([CH:39]=1)[O:7][C:8]1[C:17]([C:16]([NH:15][CH2:19][C:20]2[CH:21]=[CH:22][C:23]([O:26][CH3:27])=[CH:24][CH:25]=2)=[O:18])=[C:12]([NH:13][C:29]2[CH:34]=[CH:33][C:32]([I:35])=[CH:31][C:30]=2[F:36])[N:11]([CH3:37])[C:10](=[O:38])[CH:9]=1. The catalyst class is: 30. (3) Reactant: [C:1]([O:5][C:6]([NH:8][CH:9]([C:11]1[C:20]([C:21]2[CH:26]=[CH:25][CH:24]=[CH:23][CH:22]=2)=[C:19]([C:27](O)=[O:28])[C:18]2[C:13](=[C:14]([F:30])[CH:15]=[CH:16][CH:17]=2)[N:12]=1)[CH3:10])=[O:7])([CH3:4])([CH3:3])[CH3:2].C1C[N:34]([P+](ON2N=NC3C=CC=CC2=3)(N2CCCC2)N2CCCC2)[CH2:33]C1.F[P-](F)(F)(F)(F)F.CCN(C(C)C)C(C)C.CN. Product: [F:30][C:14]1[CH:15]=[CH:16][CH:17]=[C:18]2[C:13]=1[N:12]=[C:11]([CH:9]([NH:8][C:6](=[O:7])[O:5][C:1]([CH3:4])([CH3:2])[CH3:3])[CH3:10])[C:20]([C:21]1[CH:22]=[CH:23][CH:24]=[CH:25][CH:26]=1)=[C:19]2[C:27](=[O:28])[NH:34][CH3:33]. The catalyst class is: 3. (4) Reactant: [CH2:1]([C@@:8]1([O:14][C@H:13]([CH2:15][O:16][C:17](=[O:22])[C:18]([CH3:21])([CH3:20])[CH3:19])[C@H:12]([CH2:23][OH:24])[C@@:10]1([CH2:25][O:26][CH3:27])[OH:11])[OH:9])[C:2]1[CH:7]=[CH:6][CH:5]=[CH:4][CH:3]=1.N1C=CN=C1.[Si:33](Cl)([C:36]([CH3:39])([CH3:38])[CH3:37])([CH3:35])[CH3:34]. Product: [CH2:1]([C@@:8]1([O:14][C@H:13]([CH2:15][O:16][C:17](=[O:22])[C:18]([CH3:21])([CH3:20])[CH3:19])[C@H:12]([CH2:23][O:24][Si:33]([C:36]([CH3:39])([CH3:38])[CH3:37])([CH3:35])[CH3:34])[C@@:10]1([CH2:25][O:26][CH3:27])[OH:11])[OH:9])[C:2]1[CH:7]=[CH:6][CH:5]=[CH:4][CH:3]=1. The catalyst class is: 369. (5) Reactant: [NH2:1][CH2:2][C@@H:3]1[CH2:8][CH2:7][C@H:6]([NH:9][C:10]2[CH:19]=[CH:18][C:17]3[C:12](=[CH:13][CH:14]=[CH:15][CH:16]=3)[N:11]=2)[CH2:5][CH2:4]1.[F:20][C:21]1[CH:22]=[C:23]([CH:27]=[CH:28][C:29]=1[F:30])[C:24](O)=[O:25].CCN(CC)CC.C1C=CC2N(O)N=NC=2C=1.O.CCN=C=NCCCN(C)C.[ClH:60]. Product: [ClH:60].[F:20][C:21]1[CH:22]=[C:23]([CH:27]=[CH:28][C:29]=1[F:30])[C:24]([NH:1][CH2:2][C@H:3]1[CH2:4][CH2:5][C@@H:6]([NH:9][C:10]2[CH:19]=[CH:18][C:17]3[C:12](=[CH:13][CH:14]=[CH:15][CH:16]=3)[N:11]=2)[CH2:7][CH2:8]1)=[O:25]. The catalyst class is: 18. (6) Reactant: [H-].[Na+].C([N:5]1[CH2:9][CH2:8][CH2:7][C:6]1=O)=C.[Br:11][C:12]1[CH:22]=[CH:21][CH:20]=[CH:19][C:13]=1C(OCC)=O.Cl. Product: [Br:11][C:12]1[CH:22]=[CH:21][CH:20]=[CH:19][C:13]=1[C:6]1[CH2:7][CH2:8][CH2:9][N:5]=1. The catalyst class is: 7.